This data is from Forward reaction prediction with 1.9M reactions from USPTO patents (1976-2016). The task is: Predict the product of the given reaction. (1) Given the reactants [OH:1][C@@H:2]1[CH2:7][CH2:6][CH2:5][CH2:4][C@H:3]1[NH:8][C:9]([C:19]1[CH:24]=[CH:23][CH:22]=[CH:21][CH:20]=1)=[C:10]([N+:16]([O-])=O)[C:11]([O:13][CH2:14][CH3:15])=[O:12].[C:25](OC)(OC)(OC)[CH3:26], predict the reaction product. The product is: [OH:1][C@@H:2]1[CH2:7][CH2:6][CH2:5][CH2:4][C@H:3]1[N:8]1[C:9]([C:19]2[CH:24]=[CH:23][CH:22]=[CH:21][CH:20]=2)=[C:10]([C:11]([O:13][CH2:14][CH3:15])=[O:12])[N:16]=[C:25]1[CH3:26]. (2) Given the reactants ClC1C=C(C=CC=1)C(OO)=[O:6].[CH3:12][N:13]1[CH:18]([C:19]2[CH:26]=[CH:25][C:22]([C:23]#[N:24])=[CH:21][C:20]=2[S:27][CH3:28])[C:17]2[C:29](=[O:32])[CH2:30][CH2:31][C:16]=2[N:15]([C:33]2[CH:38]=[CH:37][CH:36]=[C:35]([C:39]([F:42])([F:41])[F:40])[CH:34]=2)[C:14]1=[O:43], predict the reaction product. The product is: [CH3:28][S:27]([C:20]1[CH:21]=[C:22]([CH:25]=[CH:26][C:19]=1[CH:18]1[C:17]2[C:29](=[O:32])[CH2:30][CH2:31][C:16]=2[N:15]([C:33]2[CH:38]=[CH:37][CH:36]=[C:35]([C:39]([F:41])([F:42])[F:40])[CH:34]=2)[C:14](=[O:43])[N:13]1[CH3:12])[C:23]#[N:24])=[O:6]. (3) Given the reactants [C:1]([O:4][C:5](=[O:7])[CH3:6])(=O)[CH3:2].N1C=CC=CC=1.[CH2:14]([CH:17]1[CH2:22][CH2:21]C(CO)[CH2:19][CH2:18]1)[C:15]#[CH:16].O, predict the reaction product. The product is: [C:5]([O:4][CH2:1][CH:2]1[CH2:21][CH2:22][CH:17]([CH2:14][C:15]#[CH:16])[CH2:18][CH2:19]1)(=[O:7])[CH3:6]. (4) Given the reactants [CH3:1][N:2]1[CH2:7][CH2:6][N:5]([C:8]2[N:13]=[C:12]([C:14]3[C:22]4[C:17](=[CH:18][CH:19]=[C:20]([C:23]5[S:24][C:25](S(C)(=O)=O)=[N:26][N:27]=5)[CH:21]=4)[N:16](C(OC(C)(C)C)=O)[CH:15]=3)[CH:11]=[CH:10][CH:9]=2)[CH2:4][CH2:3]1.[NH3:39].CCOC(C)=O, predict the reaction product. The product is: [CH3:1][N:2]1[CH2:7][CH2:6][N:5]([C:8]2[N:13]=[C:12]([C:14]3[C:22]4[C:17](=[CH:18][CH:19]=[C:20]([C:23]5[S:24][C:25]([NH2:39])=[N:26][N:27]=5)[CH:21]=4)[NH:16][CH:15]=3)[CH:11]=[CH:10][CH:9]=2)[CH2:4][CH2:3]1. (5) The product is: [Cl:1][C:2]1[CH:3]=[C:4]([CH:29]=[CH:30][C:31]=1[F:32])[CH2:5][N:6]1[CH2:15][CH2:14][C:13]2[C:8](=[C:9]([O:27][CH3:33])[C:10](=[O:26])[N:11]([CH2:20][CH2:21][CH2:22][CH2:23][NH:24][CH3:25])[C:12]=2[C:16]([O:18][CH3:19])=[O:17])[C:7]1=[O:28]. Given the reactants [Cl:1][C:2]1[CH:3]=[C:4]([CH:29]=[CH:30][C:31]=1[F:32])[CH2:5][N:6]1[CH2:15][CH2:14][C:13]2[C:8](=[C:9]([OH:27])[C:10](=[O:26])[N:11]([CH2:20][CH2:21][CH2:22][CH2:23][NH:24][CH3:25])[C:12]=2[C:16]([O:18][CH3:19])=[O:17])[C:7]1=[O:28].[CH3:33][Si](C=[N+]=[N-])(C)C.CCCCCC, predict the reaction product.